This data is from Experimentally validated miRNA-target interactions with 360,000+ pairs, plus equal number of negative samples. The task is: Binary Classification. Given a miRNA mature sequence and a target amino acid sequence, predict their likelihood of interaction. (1) The miRNA is cel-miR-57-5p with sequence UACCCUGUAGAUCGAGCUGUGUGU. The protein sequence of the target gene is MGRLCTKFLTSVGCLILLLVTGSGSIKVLGEPTCFSDYIRTSTCEWFLDSAVDCSSQLCLHYRLMFFEFSENLTCIPRNSASTVCVCHMEMNRPVQSDRYQMELWAEHRQLWQGSFSPSGNVKPLAPDNLTLHTNVSDEWLLTWNNLYPSNNLLYKDLISMVNISREDNPAEFIVYNVTYKEPRLSFPINILMSGVYYTARVRVRSQILTGTWSEWSPSITWYNHFQLPLIQRLPLGVTISCLCIPLFCLFCYFSITKIKKIWWDQIPTPARSPLVAIIIQDAQVPLWDKQTRSQESTKY.... Result: 0 (no interaction). (2) The miRNA is mmu-miR-6951-3p with sequence CUUUUUUCUUCACAAAUACAG. The protein sequence of the target gene is MERDERPPSGGGGGGGSAGFLEPPAALPPPPRNGFCQDELAELDPGTNGETDSLTLGQGHIPVSVPDDRAEQRTCLICGDRATGLHYGIISCEGCKGFFKRSICNKRVYRCSRDKNCVMSRKQRNRCQYCRLLKCLQMGMNRKAIREDGMPGGRNKSIGPVQISEEEIERIMSGQEFEEEANHWSNHGDSDHSSPGNRASESNQPSPGSTLSSSRSVELNGFMAFRDQYMGMSVPPHYQYIPHLFSYSGHSPLLPPQARSLDPQSYSLIHQLMSAEDLEPLGTPMLIEDGYAVTQAELFA.... Result: 0 (no interaction). (3) The miRNA is hsa-miR-603 with sequence CACACACUGCAAUUACUUUUGC. The protein sequence of the target gene is MAPLGEVGNYFGVQDAVPFGNVPVLPVDSPVLLSDHLGQSEAGGLPRGPAVTDLDHLKGILRRRQLYCRTGFHLEIFPNGTIQGTRKDHSRFGILEFISIAVGLVSIRGVDSGLYLGMNEKGELYGSEKLTQECVFREQFEENWYNTYSSNLYKHVDTGRRYYVALNKDGTPREGTRTKRHQKFTHFLPRPVDPDKVPELYKDILSQS. Result: 1 (interaction).